Dataset: Full USPTO retrosynthesis dataset with 1.9M reactions from patents (1976-2016). Task: Predict the reactants needed to synthesize the given product. Given the product [C:13]([O:17][C:18]([NH:1][CH2:2][CH2:3][CH2:4][OH:5])=[O:19])([CH3:16])([CH3:15])[CH3:14], predict the reactants needed to synthesize it. The reactants are: [NH2:1][CH2:2][CH2:3][CH2:4][OH:5].C(N(CC)CC)C.[C:13]([O:17][C:18](O[C:18]([O:17][C:13]([CH3:16])([CH3:15])[CH3:14])=[O:19])=[O:19])([CH3:16])([CH3:15])[CH3:14].